From a dataset of Forward reaction prediction with 1.9M reactions from USPTO patents (1976-2016). Predict the product of the given reaction. Given the reactants Cl[C:2]1[C:11]2=[N:12][N:13](CC3C=CC(OC)=CC=3)[CH:14]=[C:10]2[C:9]2[CH:8]=[C:7]([O:24][CH3:25])[CH:6]=[CH:5][C:4]=2[N:3]=1.[NH2:26][C:27]1[CH:37]=[CH:36][C:30]2[O:31][CH2:32][C:33](=[O:35])[NH:34][C:29]=2[CH:28]=1.Cl, predict the reaction product. The product is: [CH3:25][O:24][C:7]1[CH:6]=[CH:5][C:4]2[N:3]=[C:2]([NH:26][C:27]3[CH:37]=[CH:36][C:30]4[O:31][CH2:32][C:33](=[O:35])[NH:34][C:29]=4[CH:28]=3)[C:11]3[NH:12][N:13]=[CH:14][C:10]=3[C:9]=2[CH:8]=1.